Dataset: Full USPTO retrosynthesis dataset with 1.9M reactions from patents (1976-2016). Task: Predict the reactants needed to synthesize the given product. (1) Given the product [F:1][C:2]1[CH:38]=[CH:37][CH:36]=[CH:35][C:3]=1[CH2:4][N:5]1[C:10](=[O:11])[CH:9]=[CH:8][C:7]([CH2:12][C:13]2[C:21]3[C:16](=[CH:17][CH:18]=[CH:19][CH:20]=3)[N:15]([CH2:22][C:23]([OH:25])=[O:24])[C:14]=2[CH3:34])=[N:6]1, predict the reactants needed to synthesize it. The reactants are: [F:1][C:2]1[CH:38]=[CH:37][CH:36]=[CH:35][C:3]=1[CH2:4][N:5]1[C:10](=[O:11])[CH:9]=[CH:8][C:7]([CH2:12][C:13]2[C:21]3[C:16](=[CH:17][CH:18]=[CH:19][CH:20]=3)[N:15]([CH2:22][C:23]([O:25]CC3C=CC=CC=3F)=[O:24])[C:14]=2[CH3:34])=[N:6]1.[OH-].[Na+].Cl. (2) Given the product [CH3:15][CH:16]1[CH2:21][CH:20]([CH3:22])[CH2:19][N:18]([C:2]2[C:7]([F:8])=[C:6]([O:9][CH2:10][C:11]#[C:12][CH2:13][CH3:14])[N:5]=[CH:4][N:3]=2)[CH2:17]1, predict the reactants needed to synthesize it. The reactants are: Cl[C:2]1[C:7]([F:8])=[C:6]([O:9][CH2:10][C:11]#[C:12][CH2:13][CH3:14])[N:5]=[CH:4][N:3]=1.[CH3:15][CH:16]1[CH2:21][CH:20]([CH3:22])[CH2:19][NH:18][CH2:17]1. (3) Given the product [CH2:12]([O:19][C:20]([N:1]1[CH2:6][CH2:5][CH2:4][CH:3]([C:7]([OH:9])=[O:8])[CH2:2]1)=[O:21])[C:13]1[CH:18]=[CH:17][CH:16]=[CH:15][CH:14]=1, predict the reactants needed to synthesize it. The reactants are: [NH:1]1[CH2:6][CH2:5][CH2:4][CH:3]([C:7]([OH:9])=[O:8])[CH2:2]1.[OH-].[Na+].[CH2:12]([O:19][C:20](Cl)=[O:21])[C:13]1[CH:18]=[CH:17][CH:16]=[CH:15][CH:14]=1.Cl. (4) The reactants are: [F:1][C:2]1[CH:7]=[C:6]([I:8])[CH:5]=[CH:4][C:3]=1[NH:9][C:10]1[CH:18]=[N:17][CH:16]=[CH:15][C:11]=1[C:12]([OH:14])=[O:13].CC1C=C(I)C=CC=1N.FC1C([Cl:38])=C(C=CN=1)C(O)=O. Given the product [Cl:38][C:18]1[C:10]([NH:9][C:3]2[CH:4]=[CH:5][C:6]([I:8])=[CH:7][C:2]=2[F:1])=[C:11]([CH:15]=[CH:16][N:17]=1)[C:12]([OH:14])=[O:13], predict the reactants needed to synthesize it.